This data is from Full USPTO retrosynthesis dataset with 1.9M reactions from patents (1976-2016). The task is: Predict the reactants needed to synthesize the given product. (1) Given the product [CH3:1][N:2]1[C:6]([C:7]([F:8])([F:9])[F:10])=[CH:5][C:4]([O:11][C:12]2[CH:13]=[CH:14][CH:16]=[C:17]([O:19][C:20]3[CH:25]=[CH:24][CH:23]=[C:22]([C:26]([F:27])([F:28])[F:29])[CH:21]=3)[CH:18]=2)=[N:3]1, predict the reactants needed to synthesize it. The reactants are: [CH3:1][N:2]1[C:6]([C:7]([F:10])([F:9])[F:8])=[CH:5][C:4]([O:11][C:12]2[CH:13]=[C:14]([CH:16]=[C:17]([O:19][C:20]3[CH:25]=[CH:24][CH:23]=[C:22]([C:26]([F:29])([F:28])[F:27])[CH:21]=3)[CH:18]=2)N)=[N:3]1.N(OCCCC)=O.O. (2) Given the product [F:1][C:2]1[CH:10]=[CH:9][C:8]2[N:7]([C:11]3[CH:12]=[N:13][CH:14]=[CH:15][CH:16]=3)[C:6]3[CH:17]=[N:18][NH:19][C:5]=3[C:4]=2[CH:3]=1, predict the reactants needed to synthesize it. The reactants are: [F:1][C:2]1[CH:10]=[CH:9][C:8]2[N:7]([C:11]3[CH:12]=[N:13][CH:14]=[CH:15][CH:16]=3)[C:6]3[CH:17]=[N:18][N:19](C4CCCCO4)[C:5]=3[C:4]=2[CH:3]=1.Cl. (3) Given the product [F:1][C:2]1[CH:7]=[CH:6][C:5]([N:8]2[C:16]3[C:11](=[CH:12][C:13]([CH:17]([C:19]4[CH:24]=[CH:23][CH:22]=[CH:21][CH:20]=4)[CH:28]([CH3:29])[C:27]([O:26][CH3:25])=[O:30])=[CH:14][CH:15]=3)[CH:10]=[N:9]2)=[CH:4][CH:3]=1, predict the reactants needed to synthesize it. The reactants are: [F:1][C:2]1[CH:7]=[CH:6][C:5]([N:8]2[C:16]3[C:11](=[CH:12][C:13]([CH:17]([C:19]4[CH:24]=[CH:23][CH:22]=[CH:21][CH:20]=4)O)=[CH:14][CH:15]=3)[CH:10]=[N:9]2)=[CH:4][CH:3]=1.[CH3:25][O:26][C:27]([O:30][Si](C)(C)C)=[CH:28][CH3:29].